Dataset: hERG potassium channel inhibition data for cardiac toxicity prediction from Karim et al.. Task: Regression/Classification. Given a drug SMILES string, predict its toxicity properties. Task type varies by dataset: regression for continuous values (e.g., LD50, hERG inhibition percentage) or binary classification for toxic/non-toxic outcomes (e.g., AMES mutagenicity, cardiotoxicity, hepatotoxicity). Dataset: herg_karim. (1) The molecule is COc1cccc(-c2c[nH]c([C@H]3Cc4c([nH]c5ccccc45)[C@@H](C4CCOCC4)N3)n2)c1. The result is 1 (blocker). (2) The compound is CN(c1ccc(CN2CCC3(CC2)OCc2cc(F)ncc23)cc1)c1ccc(F)c(F)c1. The result is 1 (blocker). (3) The drug is CN(C1c2cc(OCCCC(F)(F)F)ccc2OC(C)(C)C1O)S(C)(=O)=O. The result is 0 (non-blocker). (4) The drug is Cc1cc(N[C@H](CCCCNCc2ccc(F)cc2)C(=O)NO)cc(C)c1F. The result is 1 (blocker).